This data is from Forward reaction prediction with 1.9M reactions from USPTO patents (1976-2016). The task is: Predict the product of the given reaction. (1) Given the reactants [OH:1][C:2]1[CH:3]=[C:4]([S:8][CH2:9][C:10]([O:12][CH2:13][CH3:14])=[O:11])[CH:5]=[CH:6][CH:7]=1.Br[CH2:16][C:17]#[C:18][CH3:19], predict the reaction product. The product is: [CH2:13]([O:12][C:10](=[O:11])[CH2:9][S:8][C:4]1[CH:5]=[CH:6][CH:7]=[C:2]([O:1][CH2:16][C:17]#[C:18][CH3:19])[CH:3]=1)[CH3:14]. (2) Given the reactants [Cl:1][C:2]1[C:11]2[C:6](=[CH:7][C:8]([O:13][CH3:14])=[C:9]([OH:12])[CH:10]=2)[N:5]=[CH:4][N:3]=1.N1C2C(=CC=CC=2)C=NC=1.ClC1C2C(=CC(O[CH2:39][CH2:40][CH2:41][N:42]3[CH2:47][CH2:46][N:45]([CH3:48])[CH2:44][CH2:43]3)=C(OC)C=2)N=CN=1, predict the reaction product. The product is: [Cl:1][C:2]1[C:11]2[C:6](=[CH:7][C:8]([O:13][CH3:14])=[C:9]([O:12][CH2:39][CH2:40][CH2:41][N:42]3[CH2:47][CH2:46][N:45]([CH3:48])[CH2:44][CH2:43]3)[CH:10]=2)[N:5]=[CH:4][N:3]=1. (3) Given the reactants [C:1](Cl)(=[O:5])[CH2:2][CH2:3][CH3:4].[CH2:7]([NH2:10])[CH:8]=[CH2:9], predict the reaction product. The product is: [CH2:7]([NH:10][C:1](=[O:5])[CH2:2][CH2:3][CH3:4])[CH:8]=[CH2:9]. (4) Given the reactants [CH:1]1([C:4]2[CH:5]=[C:6]([C:16](=[CH:22][CH:23]3[CH2:28][CH2:27][O:26][CH2:25][CH2:24]3)[C:17]([O:19][CH2:20][CH3:21])=[O:18])[CH:7]=[CH:8][C:9]=2[S:10]([CH:13]2[CH2:15][CH2:14]2)(=[O:12])=[O:11])[CH2:3][CH2:2]1.[BH4-].[Na+].Cl.O, predict the reaction product. The product is: [CH:1]1([C:4]2[CH:5]=[C:6]([CH:16]([CH2:22][CH:23]3[CH2:24][CH2:25][O:26][CH2:27][CH2:28]3)[C:17]([O:19][CH2:20][CH3:21])=[O:18])[CH:7]=[CH:8][C:9]=2[S:10]([CH:13]2[CH2:14][CH2:15]2)(=[O:11])=[O:12])[CH2:2][CH2:3]1. (5) Given the reactants [NH2:1][C@H:2]1[CH2:6][CH2:5][N:4]([C:7]2[CH:8]=[C:9]3[C:14](=[CH:15][CH:16]=2)[CH2:13][N:12]([C:17]([O:19][C:20]([CH3:23])([CH3:22])[CH3:21])=[O:18])[CH2:11][CH2:10]3)[C:3]1=[O:24].[Cl:25][C:26]1[CH:27]=[CH:28][C:29]2[S:33][C:32]([S:34](Cl)(=[O:36])=[O:35])=[CH:31][C:30]=2[CH:38]=1, predict the reaction product. The product is: [Cl:25][C:26]1[CH:27]=[CH:28][C:29]2[S:33][C:32]([S:34]([NH:1][C@H:2]3[CH2:6][CH2:5][N:4]([C:7]4[CH:8]=[C:9]5[C:14](=[CH:15][CH:16]=4)[CH2:13][N:12]([C:17]([O:19][C:20]([CH3:21])([CH3:23])[CH3:22])=[O:18])[CH2:11][CH2:10]5)[C:3]3=[O:24])(=[O:36])=[O:35])=[CH:31][C:30]=2[CH:38]=1. (6) Given the reactants [Cl:1][C:2]1[C:7]([Cl:8])=[CH:6][CH:5]=[CH:4][C:3]=1[N:9]1[CH2:14][CH2:13][N:12]([CH2:15][CH2:16][CH2:17][CH2:18][O:19][C:20]2[CH:29]=[C:28]3[C:23]([CH2:24][CH2:25][C:26](=[O:36])[N:27]3[C:30]([O:32][CH:33](Cl)[CH3:34])=[O:31])=[CH:22][CH:21]=2)[CH2:11][CH2:10]1.[C:37]([OH:42])(=[O:41])[CH2:38][CH2:39][CH3:40].C(N(C(C)C)C(C)C)C, predict the reaction product. The product is: [Cl:1][C:2]1[C:7]([Cl:8])=[CH:6][CH:5]=[CH:4][C:3]=1[N:9]1[CH2:10][CH2:11][N:12]([CH2:15][CH2:16][CH2:17][CH2:18][O:19][C:20]2[CH:29]=[C:28]3[C:23]([CH2:24][CH2:25][C:26](=[O:36])[N:27]3[C:30]([O:32][CH:33]([O:41][C:37](=[O:42])[CH2:38][CH2:39][CH3:40])[CH3:34])=[O:31])=[CH:22][CH:21]=2)[CH2:13][CH2:14]1. (7) Given the reactants Cl[C:2]1[C:11]2[C:6](=[N:7][CH:8]=[CH:9][CH:10]=2)[N:5]=[C:4]([C:12]2[CH:17]=[CH:16][CH:15]=[CH:14][N:13]=2)[C:3]=1[CH3:18].[CH3:19][C:20]1([CH3:35])[C:24]2=[N:25][CH:26]=[C:27]([N:29]3[CH2:34][CH2:33][O:32][CH2:31][CH2:30]3)[CH:28]=[C:23]2[NH:22][CH2:21]1.CC(C)([O-])C.[Na+], predict the reaction product. The product is: [CH3:19][C:20]1([CH3:35])[C:24]2=[N:25][CH:26]=[C:27]([N:29]3[CH2:34][CH2:33][O:32][CH2:31][CH2:30]3)[CH:28]=[C:23]2[N:22]([C:2]2[C:11]3[C:6](=[N:7][CH:8]=[CH:9][CH:10]=3)[N:5]=[C:4]([C:12]3[CH:17]=[CH:16][CH:15]=[CH:14][N:13]=3)[C:3]=2[CH3:18])[CH2:21]1. (8) Given the reactants [Cl:1][C:2]1[CH:17]=[CH:16][CH:15]=[CH:14][C:3]=1[CH2:4][CH:5]1[C:10](=[O:11])[NH:9][C:8](=[O:12])[NH:7][C:6]1=[O:13].[C:18]([O:22][C:23]([NH:25][OH:26])=[O:24])([CH3:21])([CH3:20])[CH3:19].C(=O)([O-])[O-].[K+].[K+].I([O-])(=O)(=O)=O.[Na+], predict the reaction product. The product is: [C:18]([O:22][C:23]([N:25]([OH:26])[C:5]1([CH2:4][C:3]2[CH:14]=[CH:15][CH:16]=[CH:17][C:2]=2[Cl:1])[C:6](=[O:13])[NH:7][C:8](=[O:12])[NH:9][C:10]1=[O:11])=[O:24])([CH3:21])([CH3:20])[CH3:19]. (9) Given the reactants [OH-:1].[Na+].Cl[C:4]1[CH:9]=[CH:8][C:7]([S:10]([C:13]([F:16])([F:15])[F:14])(=[O:12])=[O:11])=[CH:6][C:5]=1[N+:17]([O-:19])=[O:18].CO.Cl, predict the reaction product. The product is: [N+:17]([C:5]1[CH:6]=[C:7]([S:10]([C:13]([F:16])([F:15])[F:14])(=[O:12])=[O:11])[CH:8]=[CH:9][C:4]=1[OH:1])([O-:19])=[O:18]. (10) Given the reactants [CH2:1]([OH:19])[CH2:2][CH2:3][CH2:4][CH2:5][CH2:6][CH2:7][CH2:8]/[CH:9]=[CH:10]\[CH2:11][CH2:12][CH2:13][CH2:14][CH2:15][CH2:16][CH2:17][CH3:18].C(N(CC)CC)C.[C:27](Cl)(=[O:30])[CH:28]=[CH2:29], predict the reaction product. The product is: [C:27]([O:19][CH2:1][CH2:2][CH2:3][CH2:4][CH2:5][CH2:6][CH2:7][CH2:8]/[CH:9]=[CH:10]\[CH2:11][CH2:12][CH2:13][CH2:14][CH2:15][CH2:16][CH2:17][CH3:18])(=[O:30])[CH:28]=[CH2:29].